Dataset: Full USPTO retrosynthesis dataset with 1.9M reactions from patents (1976-2016). Task: Predict the reactants needed to synthesize the given product. (1) The reactants are: [C:1]([O:4][CH:5]=[CH2:6])(=[O:3])[CH3:2].[CH2:7]([NH:11][C:12](=[O:15])[CH:13]=[CH2:14])[CH2:8][CH2:9][CH3:10].CC(N=NC(C#N)(C)C)(C#N)C. Given the product [C:1]([O:4][CH:5]=[CH2:6])(=[O:3])[CH3:2].[CH2:7]([NH:11][C:12](=[O:15])[CH:13]=[CH2:14])[CH2:8][CH2:9][CH3:10], predict the reactants needed to synthesize it. (2) Given the product [F:17][C:18]1[CH:19]=[C:20]([CH:1]([OH:2])[C:3]2[CH:4]=[N:5][CH:6]=[CH:7][C:8]=2[C:9]2[CH:10]=[C:11]([CH:14]=[CH:15][CH:16]=2)[C:12]#[N:13])[CH:21]=[CH:22][C:23]=1[O:24][CH3:25], predict the reactants needed to synthesize it. The reactants are: [CH:1]([C:3]1[CH:4]=[N:5][CH:6]=[CH:7][C:8]=1[C:9]1[CH:10]=[C:11]([CH:14]=[CH:15][CH:16]=1)[C:12]#[N:13])=[O:2].[F:17][C:18]1[CH:19]=[C:20]([Mg]Br)[CH:21]=[CH:22][C:23]=1[O:24][CH3:25].